Dataset: Experimentally validated miRNA-target interactions with 360,000+ pairs, plus equal number of negative samples. Task: Binary Classification. Given a miRNA mature sequence and a target amino acid sequence, predict their likelihood of interaction. The miRNA is ssc-miR-361-3p with sequence CCCCCAGGUGUGAUUCUGAUUUGC. Result: 0 (no interaction). The protein sequence of the target gene is MEVSGHPQARRCCPEALGKLFPGLCFLCFLVTYALVGAVVFSAIEDGQVLVAADDGEFEKFLEELCRILNCSETVVEDRKQDLQGHLQKVKPQWFNRTTHWSFLSSLFFCCTVFSTVGYGYIYPVTRLGKYLCMLYALFGIPLMFLVLTDTGDILATILSTSYNRFRKFPFFTRPLLSKWCPKSLFKKKPDPKPADEAVPQIIISAEELPGPKLGTCPSRPSCSMELFERSHALEKQNTLQLPPQAMERSNSCPELVLGRLSYSIISNLDEVGQQVERLDIPLPIIALIVFAYISCAAAI....